Binary Classification. Given a miRNA mature sequence and a target amino acid sequence, predict their likelihood of interaction. From a dataset of Experimentally validated miRNA-target interactions with 360,000+ pairs, plus equal number of negative samples. The miRNA is mmu-miR-466b-5p with sequence UGAUGUGUGUGUACAUGUACAU. The protein sequence of the target gene is MSISGTLSSYYVDSIISHESEDAPPAKFPSGQYANPRQPGHAEHLDFPSCSFQPKAPVFGASWAPLSPHASGSLPSVYHPYLQPQGAPAAESRYLRTWLEPAPRAEAAPGQGQAAVKAEPLLGAPGELLKQGTPEYSLETSAGREAVLSNQRAGYGDNKICEGSEDKERPDQTNPSANWLHARSSRKKRCPYTKYQTLELEKEFLFNMYLTRDRRHEVARLLNLSERQVKIWFQNRRMKMKKMNKEQGKE. Result: 0 (no interaction).